This data is from Catalyst prediction with 721,799 reactions and 888 catalyst types from USPTO. The task is: Predict which catalyst facilitates the given reaction. Product: [NH2:2][CH2:1][C:3]1[N:8]=[C:7]([C:9]2[S:13][C:12]([N:14]3[CH2:19][CH2:18][O:17][CH2:16][CH2:15]3)=[N:11][C:10]=2[C:20]2[C:21]([F:38])=[C:22]([NH:26][S:27]([C:30]3[CH:35]=[C:34]([F:36])[CH:33]=[CH:32][C:31]=3[F:37])(=[O:28])=[O:29])[CH:23]=[CH:24][CH:25]=2)[CH:6]=[CH:5][N:4]=1. Reactant: [C:1]([C:3]1[N:8]=[C:7]([C:9]2[S:13][C:12]([N:14]3[CH2:19][CH2:18][O:17][CH2:16][CH2:15]3)=[N:11][C:10]=2[C:20]2[C:21]([F:38])=[C:22]([NH:26][S:27]([C:30]3[CH:35]=[C:34]([F:36])[CH:33]=[CH:32][C:31]=3[F:37])(=[O:29])=[O:28])[CH:23]=[CH:24][CH:25]=2)[CH:6]=[CH:5][N:4]=1)#[N:2].CC(C[AlH]CC(C)C)C. The catalyst class is: 4.